This data is from Full USPTO retrosynthesis dataset with 1.9M reactions from patents (1976-2016). The task is: Predict the reactants needed to synthesize the given product. (1) Given the product [C:15]([O:19][C:20]([N:22]1[CH2:25][CH:24]([O:26][C:11]2[CH:12]=[CH:13][C:8]([Br:7])=[CH:9][CH:10]=2)[CH2:23]1)=[O:21])([CH3:18])([CH3:16])[CH3:17], predict the reactants needed to synthesize it. The reactants are: [K].[O-]CCCC.[Br:7][C:8]1[CH:13]=[CH:12][C:11](F)=[CH:10][CH:9]=1.[C:15]([O:19][C:20]([N:22]1[CH2:25][CH:24]([OH:26])[CH2:23]1)=[O:21])([CH3:18])([CH3:17])[CH3:16]. (2) Given the product [CH3:13][O:12][C:9]1[CH:10]=[CH:11][C:6]([OH:5])=[CH:7][C:8]=1[OH:16], predict the reactants needed to synthesize it. The reactants are: C(OC[O:5][C:6]1[CH:11]=[CH:10][C:9]([O:12][CH:13](C)C)=[C:8]([O:16]COCC)[C:7]=1C)C.Cl.O.